Dataset: Catalyst prediction with 721,799 reactions and 888 catalyst types from USPTO. Task: Predict which catalyst facilitates the given reaction. (1) Reactant: [CH3:1][O:2][CH2:3][CH:4]([CH2:37][O:38][CH3:39])[O:5][C:6]1[CH:7]=[C:8]([O:26][C:27]2[CH:28]=[N:29][C:30]([S:33]([CH3:36])(=[O:35])=[O:34])=[CH:31][CH:32]=2)[CH:9]=[C:10]2[C:14]=1[NH:13][C:12]([C:15]1[S:16][CH:17]([CH2:20][C:21]([O:23]CC)=[O:22])[CH2:18][N:19]=1)=[CH:11]2.[OH-].[Na+]. Product: [CH3:39][O:38][CH2:37][CH:4]([CH2:3][O:2][CH3:1])[O:5][C:6]1[CH:7]=[C:8]([O:26][C:27]2[CH:28]=[N:29][C:30]([S:33]([CH3:36])(=[O:34])=[O:35])=[CH:31][CH:32]=2)[CH:9]=[C:10]2[C:14]=1[NH:13][C:12]([C:15]1[S:16][CH:17]([CH2:20][C:21]([OH:23])=[O:22])[CH2:18][N:19]=1)=[CH:11]2. The catalyst class is: 83. (2) Reactant: [NH2:1][CH:2]([CH3:30])[C:3]([N:5]1[N:9]=[C:8]([C:10]2[CH:15]=[C:14]([F:16])[CH:13]=[CH:12][C:11]=2[F:17])[S:7][C:6]1([CH2:24][CH2:25][CH2:26][N:27]=[N+]=[N-])[C:18]1[CH:23]=[CH:22][CH:21]=[CH:20][CH:19]=1)=[O:4].Cl.N#N. Product: [NH2:1][CH:2]([CH3:30])[C:3]([N:5]1[N:9]=[C:8]([C:10]2[CH:15]=[C:14]([F:16])[CH:13]=[CH:12][C:11]=2[F:17])[S:7][C:6]1([CH2:24][CH2:25][CH2:26][NH2:27])[C:18]1[CH:19]=[CH:20][CH:21]=[CH:22][CH:23]=1)=[O:4]. The catalyst class is: 19. (3) Reactant: C[O:2][C:3]([C:5]1[S:6][CH:7]=[CH:8][C:9]=1[OH:10])=O.[NH3:11]. Product: [OH:10][C:9]1[CH:8]=[CH:7][S:6][C:5]=1[C:3]([NH2:11])=[O:2]. The catalyst class is: 5. (4) Reactant: CN([P+](ON1N=NC2C=CC=CC1=2)(N(C)C)N(C)C)C.F[P-](F)(F)(F)(F)F.[CH2:28]([O:35][N:36]1[C:45]2[N:44]=[CH:43][C:42]([C:46]([OH:48])=O)=[CH:41][C:40]=2[C:39]([OH:49])=[C:38]([C:50]([O:52][CH2:53][CH3:54])=[O:51])[C:37]1=[O:55])[C:29]1[CH:34]=[CH:33][CH:32]=[CH:31][CH:30]=1.[CH2:56]([NH2:63])[C:57]1[CH:62]=[CH:61][CH:60]=[CH:59][CH:58]=1. Product: [CH2:56]([NH:63][C:46]([C:42]1[CH:41]=[C:40]2[C:45](=[N:44][CH:43]=1)[N:36]([O:35][CH2:28][C:29]1[CH:34]=[CH:33][CH:32]=[CH:31][CH:30]=1)[C:37](=[O:55])[C:38]([C:50]([O:52][CH2:53][CH3:54])=[O:51])=[C:39]2[OH:49])=[O:48])[C:57]1[CH:62]=[CH:61][CH:60]=[CH:59][CH:58]=1. The catalyst class is: 3. (5) Reactant: [OH:1][C@@:2]1([CH2:22][O:23][CH3:24])[CH2:7][CH2:6][CH2:5][CH2:4][C@H:3]1[N:8]1[C:12]([C:13]2[CH:18]=[CH:17][CH:16]=[CH:15][CH:14]=2)=[C:11]([C:19]([OH:21])=O)[N:10]=[CH:9]1.[CH3:25][C:26]1[S:27][C:28]2[CH:34]=[CH:33][C:32]([O:35][CH2:36][CH2:37][C@H:38]3[NH:43][CH2:42][CH2:41][N:40]([C:44]([O:46][CH2:47][C:48]4[CH:53]=[CH:52][CH:51]=[CH:50][CH:49]=4)=[O:45])[CH2:39]3)=[CH:31][C:29]=2[N:30]=1.CCN=C=NCCCN(C)C.Cl.C1C=CC2N(O)N=NC=2C=1.C(=O)([O-])O.[Na+]. Product: [OH:1][C@@:2]1([CH2:22][O:23][CH3:24])[CH2:7][CH2:6][CH2:5][CH2:4][C@H:3]1[N:8]1[C:12]([C:13]2[CH:18]=[CH:17][CH:16]=[CH:15][CH:14]=2)=[C:11]([C:19]([N:43]2[CH2:42][CH2:41][N:40]([C:44]([O:46][CH2:47][C:48]3[CH:53]=[CH:52][CH:51]=[CH:50][CH:49]=3)=[O:45])[CH2:39][C@H:38]2[CH2:37][CH2:36][O:35][C:32]2[CH:33]=[CH:34][C:28]3[S:27][C:26]([CH3:25])=[N:30][C:29]=3[CH:31]=2)=[O:21])[N:10]=[CH:9]1. The catalyst class is: 3. (6) Reactant: C(O[C:6](=O)[N:7]([C@H:9]([C:11]1[N:15]([C:16]2[CH:21]=[CH:20][CH:19]=[CH:18][CH:17]=2)[C:14]2[CH:22]=[C:23]([F:26])[CH:24]=[CH:25][C:13]=2[N:12]=1)[CH3:10])C)(C)(C)C.C(O)(C(F)(F)F)=O. The catalyst class is: 2. Product: [F:26][C:23]1[CH:24]=[CH:25][C:13]2[N:12]=[C:11]([C@@H:9]([NH:7][CH3:6])[CH3:10])[N:15]([C:16]3[CH:17]=[CH:18][CH:19]=[CH:20][CH:21]=3)[C:14]=2[CH:22]=1.